Task: Regression/Classification. Given a drug SMILES string, predict its toxicity properties. Task type varies by dataset: regression for continuous values (e.g., LD50, hERG inhibition percentage) or binary classification for toxic/non-toxic outcomes (e.g., AMES mutagenicity, cardiotoxicity, hepatotoxicity). Dataset: ames.. Dataset: Ames mutagenicity test results for genotoxicity prediction (1) The drug is OCCOCCO. The result is 0 (non-mutagenic). (2) The molecule is Oc1ccc2c3ccccc3c3cc4ccccc4cc3c2c1. The result is 1 (mutagenic). (3) The compound is O=C1OC2(c3ccc(O)cc3Oc3cc(O)ccc32)c2ccccc21. The result is 0 (non-mutagenic).